From a dataset of Full USPTO retrosynthesis dataset with 1.9M reactions from patents (1976-2016). Predict the reactants needed to synthesize the given product. (1) The reactants are: [CH3:1][O:2][C:3]1[CH:8]=[C:7]([O:9][C:10]2[CH:15]=[CH:14][C:13]([N+:16]([O-])=O)=[CH:12][CH:11]=2)[CH:6]=[CH:5][N:4]=1. Given the product [NH2:16][C:13]1[CH:14]=[CH:15][C:10]([O:9][C:7]2[CH:6]=[CH:5][N:4]=[C:3]([O:2][CH3:1])[CH:8]=2)=[CH:11][CH:12]=1, predict the reactants needed to synthesize it. (2) Given the product [Cl:14][CH2:13][CH2:12][CH:11]([N:8]1[C:4]2[N:5]=[CH:6][N:7]=[CH:2][C:3]=2[CH:10]=[CH:9]1)[C:15]1[CH:20]=[CH:19][CH:18]=[CH:17][CH:16]=1, predict the reactants needed to synthesize it. The reactants are: Cl[C:2]1[C:3]2[CH:10]=[CH:9][N:8]([CH:11]([C:15]3[CH:20]=[CH:19][CH:18]=[CH:17][CH:16]=3)[CH2:12][CH2:13][Cl:14])[C:4]=2[N:5]=[CH:6][N:7]=1.